From a dataset of Full USPTO retrosynthesis dataset with 1.9M reactions from patents (1976-2016). Predict the reactants needed to synthesize the given product. (1) Given the product [Cl:18][C:4]1[CH:3]=[C:2]([CH2:19][CH:20]([CH3:22])[CH3:21])[C:10]2[N:9]3[CH2:11][CH2:12][CH2:13][NH:14][C:15](=[O:16])[C:8]3=[C:7]([CH3:17])[C:6]=2[CH:5]=1, predict the reactants needed to synthesize it. The reactants are: Br[C:2]1[C:10]2[N:9]3[CH2:11][CH2:12][CH2:13][NH:14][C:15](=[O:16])[C:8]3=[C:7]([CH3:17])[C:6]=2[CH:5]=[C:4]([Cl:18])[CH:3]=1.[CH2:19](B(O)O)[CH:20]([CH3:22])[CH3:21]. (2) Given the product [CH3:1][C@H:2]1[CH2:7][N:6]([CH2:42][C:41]2[CH:44]=[CH:45][C:38]([Br:37])=[CH:39][CH:40]=2)[C@H:5]([CH3:8])[CH2:4][N:3]1[C@H:9]([C:24]1[CH:36]=[CH:35][C:27]([C:28]([N:30]([CH2:33][CH3:34])[CH2:31][CH3:32])=[O:29])=[CH:26][CH:25]=1)[C:10]1[CH:15]=[CH:14][CH:13]=[C:12]([OH:16])[CH:11]=1, predict the reactants needed to synthesize it. The reactants are: [CH3:1][C@H:2]1[CH2:7][NH:6][C@H:5]([CH3:8])[CH2:4][N:3]1[C@H:9]([C:24]1[CH:36]=[CH:35][C:27]([C:28]([N:30]([CH2:33][CH3:34])[CH2:31][CH3:32])=[O:29])=[CH:26][CH:25]=1)[C:10]1[CH:15]=[CH:14][CH:13]=[C:12]([O:16]S(C(F)(F)F)(=O)=O)[CH:11]=1.[Br:37][C:38]1[CH:45]=[CH:44][C:41]([CH2:42]Br)=[CH:40][CH:39]=1.